From a dataset of Forward reaction prediction with 1.9M reactions from USPTO patents (1976-2016). Predict the product of the given reaction. (1) Given the reactants [CH3:1][O-:2].[Na+].Cl[C:5]1[C:10]([O:11][CH:12]([CH2:15][CH3:16])[CH2:13][CH3:14])=[CH:9][C:8]([CH3:17])=[C:7]([C:18]2[CH:23]=[CH:22][C:21]([O:24][C:25]([F:28])([F:27])[F:26])=[CH:20][C:19]=2[O:29][CH3:30])[N:6]=1, predict the reaction product. The product is: [CH3:1][O:2][C:5]1[C:10]([O:11][CH:12]([CH2:15][CH3:16])[CH2:13][CH3:14])=[CH:9][C:8]([CH3:17])=[C:7]([C:18]2[CH:23]=[CH:22][C:21]([O:24][C:25]([F:28])([F:27])[F:26])=[CH:20][C:19]=2[O:29][CH3:30])[N:6]=1. (2) The product is: [C:15]([O:19][C:20](=[O:32])[CH2:21][O:22][C:23]1[CH:28]=[CH:27][C:26]([Cl:29])=[CH:25][C:24]=1[C:30]#[C:31][C:2]1[CH:7]=[C:6]([S:8]([CH2:11][CH2:12][CH3:13])(=[O:10])=[O:9])[CH:5]=[CH:4][C:3]=1[CH3:14])([CH3:18])([CH3:17])[CH3:16]. Given the reactants Br[C:2]1[CH:7]=[C:6]([S:8]([CH2:11][CH2:12][CH3:13])(=[O:10])=[O:9])[CH:5]=[CH:4][C:3]=1[CH3:14].[C:15]([O:19][C:20](=[O:32])[CH2:21][O:22][C:23]1[CH:28]=[CH:27][C:26]([Cl:29])=[CH:25][C:24]=1[C:30]#[CH:31])([CH3:18])([CH3:17])[CH3:16].N1CCCCC1, predict the reaction product.